Predict which catalyst facilitates the given reaction. From a dataset of Catalyst prediction with 721,799 reactions and 888 catalyst types from USPTO. Reactant: [C:1]([O:5][C:6]([N:8]1[C@@H:12](CC=O)[CH2:11][O:10][C:9]1([CH3:17])[CH3:16])=[O:7])([CH3:4])([CH3:3])[CH3:2].C[Mg]Br. Product: [C:1]([O:5][C:6]([N:8]1[CH2:12][CH2:11][O:10][C:9]1([CH3:17])[CH3:16])=[O:7])([CH3:4])([CH3:2])[CH3:3]. The catalyst class is: 27.